This data is from Merck oncology drug combination screen with 23,052 pairs across 39 cell lines. The task is: Regression. Given two drug SMILES strings and cell line genomic features, predict the synergy score measuring deviation from expected non-interaction effect. (1) Drug 1: CN(C)C(=N)N=C(N)N. Drug 2: NC(=O)c1cccc2cn(-c3ccc(C4CCCNC4)cc3)nc12. Cell line: OVCAR3. Synergy scores: synergy=16.7. (2) Drug 1: O=P1(N(CCCl)CCCl)NCCCO1. Drug 2: CNC(=O)c1cc(Oc2ccc(NC(=O)Nc3ccc(Cl)c(C(F)(F)F)c3)cc2)ccn1. Cell line: NCIH2122. Synergy scores: synergy=6.87. (3) Drug 1: COc1cccc2c1C(=O)c1c(O)c3c(c(O)c1C2=O)CC(O)(C(=O)CO)CC3OC1CC(N)C(O)C(C)O1. Drug 2: Cc1nc(Nc2ncc(C(=O)Nc3c(C)cccc3Cl)s2)cc(N2CCN(CCO)CC2)n1. Cell line: ZR751. Synergy scores: synergy=14.9. (4) Drug 1: CN(Cc1cnc2nc(N)nc(N)c2n1)c1ccc(C(=O)NC(CCC(=O)O)C(=O)O)cc1. Drug 2: C=CCn1c(=O)c2cnc(Nc3ccc(N4CCN(C)CC4)cc3)nc2n1-c1cccc(C(C)(C)O)n1. Cell line: NCIH520. Synergy scores: synergy=-18.3. (5) Synergy scores: synergy=-0.515. Drug 2: CS(=O)(=O)CCNCc1ccc(-c2ccc3ncnc(Nc4ccc(OCc5cccc(F)c5)c(Cl)c4)c3c2)o1. Drug 1: O=P1(N(CCCl)CCCl)NCCCO1. Cell line: NCIH520. (6) Drug 1: CN(C)C(=N)N=C(N)N. Drug 2: CC1(c2nc3c(C(N)=O)cccc3[nH]2)CCCN1. Cell line: NCIH23. Synergy scores: synergy=-3.20. (7) Drug 1: COc1cccc2c1C(=O)c1c(O)c3c(c(O)c1C2=O)CC(O)(C(=O)CO)CC3OC1CC(N)C(O)C(C)O1. Drug 2: Cn1nnc2c(C(N)=O)ncn2c1=O. Cell line: ES2. Synergy scores: synergy=3.12.